From a dataset of Peptide-MHC class II binding affinity with 134,281 pairs from IEDB. Regression. Given a peptide amino acid sequence and an MHC pseudo amino acid sequence, predict their binding affinity value. This is MHC class II binding data. The peptide sequence is SVTIKLDGNLLSSND. The MHC is DRB1_0401 with pseudo-sequence DRB1_0401. The binding affinity (normalized) is 0.851.